From a dataset of Forward reaction prediction with 1.9M reactions from USPTO patents (1976-2016). Predict the product of the given reaction. (1) Given the reactants FC(F)(F)S(O[C:7]1[CH:12]=[C:11]([Cl:13])[C:10]([CH2:14][CH:15]2[CH2:19][CH2:18][N:17]([CH:20]3[CH2:25][CH2:24][CH2:23][CH2:22][CH2:21]3)[C:16]2=[O:26])=[C:9]([Cl:27])[CH:8]=1)(=O)=O.[CH3:30][N:31]1[CH:35]=[C:34](B2OC(C)(C)C(C)(C)O2)[CH:33]=[N:32]1.C(=O)([O-])[O-].[Na+].[Na+], predict the reaction product. The product is: [CH:20]1([N:17]2[CH2:18][CH2:19][CH:15]([CH2:14][C:10]3[C:11]([Cl:13])=[CH:12][C:7]([C:34]4[CH:33]=[N:32][N:31]([CH3:30])[CH:35]=4)=[CH:8][C:9]=3[Cl:27])[C:16]2=[O:26])[CH2:25][CH2:24][CH2:23][CH2:22][CH2:21]1. (2) Given the reactants [CH3:1][C:2]1[N:3]=[C:4]([CH2:22][CH2:23][C:24]([F:27])([F:26])[F:25])[N:5]2[C:14]3[C:9](=[CH:10][CH:11]=[C:12]([O:15][CH2:16][C:17]([F:20])([F:19])[F:18])[N:13]=3)[NH:8][C:7](=O)[C:6]=12.C(=O)(O)[O-].[Na+].P(Cl)(Cl)([Cl:35])=O, predict the reaction product. The product is: [Cl:35][C:7]1[C:6]2[N:5]([C:4]([CH2:22][CH2:23][C:24]([F:27])([F:26])[F:25])=[N:3][C:2]=2[CH3:1])[C:14]2[N:13]=[C:12]([O:15][CH2:16][C:17]([F:20])([F:19])[F:18])[CH:11]=[CH:10][C:9]=2[N:8]=1.